The task is: Predict the product of the given reaction.. This data is from Forward reaction prediction with 1.9M reactions from USPTO patents (1976-2016). (1) Given the reactants [C:1]([O:5][C:6]([N:8]1[CH2:12][CH2:11][CH:10]([C:13](=O)[CH2:14][C:15]([O:17]CC)=O)[CH2:9]1)=[O:7])([CH3:4])([CH3:3])[CH3:2].[NH2:21][C:22]([NH2:24])=[O:23].[O-]CC.[Na+], predict the reaction product. The product is: [C:1]([O:5][C:6]([N:8]1[CH2:12][CH2:11][CH:10]([C:13]2[CH:14]=[C:15]([OH:17])[N:24]=[C:22]([OH:23])[N:21]=2)[CH2:9]1)=[O:7])([CH3:2])([CH3:3])[CH3:4]. (2) Given the reactants [CH3:1][C:2]1[CH:3]=[C:4]([CH:7]=[C:8]([CH3:11])[C:9]=1[OH:10])[CH:5]=O.Br[C:13]1[CH:18]=[CH:17][C:16]([O:19][CH2:20][O:21][CH3:22])=[C:15]([CH:23]([CH3:25])[CH3:24])[CH:14]=1.C(O)(C(F)(F)F)=O.O, predict the reaction product. The product is: [CH3:1][C:2]1[CH:3]=[C:4]([CH2:5][C:13]2[CH:18]=[CH:17][C:16]([O:19][CH2:20][O:21][CH3:22])=[C:15]([CH:23]([CH3:25])[CH3:24])[CH:14]=2)[CH:7]=[C:8]([CH3:11])[C:9]=1[OH:10]. (3) Given the reactants ClC1C=[C:4](C=CC=1Cl)[O:5][CH:6]1[CH2:11][CH2:10][N:9]([S:12]([C:15]2[C:16]([CH3:22])=[N:17][N:18](C)[C:19]=2[CH3:20])(=[O:14])=[O:13])[CH2:8][CH2:7]1.ClC1C=C(C=CC=1Cl)NCC1CCN(S(C2C(C)=NN(C)C=2C)(=O)=O)CC1.Cl.[Cl:55][C:56]1[CH:70]=[CH:69][C:59]([CH2:60]C2(OC)CCNCC2)=[C:58]([O:71][CH3:72])[CH:57]=1, predict the reaction product. The product is: [Cl:55][C:56]1[CH:70]=[CH:69][C:59]([CH2:60][C:6]2([O:5][CH3:4])[CH2:7][CH2:8][N:9]([S:12]([C:15]3[C:19]([CH3:20])=[N:18][NH:17][C:16]=3[CH3:22])(=[O:13])=[O:14])[CH2:10][CH2:11]2)=[C:58]([O:71][CH3:72])[CH:57]=1. (4) Given the reactants C(O[C:4]1[C:5](=[O:16])[C:6](=[O:15])[C:7]=1[NH:8][C:9]1[CH:10]=[N:11][CH:12]=[CH:13][CH:14]=1)C.[CH2:17]([N:24]1[CH2:29][CH2:28][CH:27]([CH2:30][CH2:31][NH2:32])[CH2:26][CH2:25]1)[C:18]1[CH:23]=[CH:22][CH:21]=[CH:20][CH:19]=1, predict the reaction product. The product is: [CH2:17]([N:24]1[CH2:29][CH2:28][CH:27]([CH2:30][CH2:31][NH:32][C:4]2[C:5](=[O:16])[C:6](=[O:15])[C:7]=2[NH:8][C:9]2[CH:10]=[N:11][CH:12]=[CH:13][CH:14]=2)[CH2:26][CH2:25]1)[C:18]1[CH:23]=[CH:22][CH:21]=[CH:20][CH:19]=1. (5) Given the reactants [CH3:1][C:2]1[CH:7]=[C:6]([CH3:8])[NH:5][C:4](=[O:9])[C:3]=1[CH2:10][NH:11][C:12]([C:14]1[CH:19]=[C:18]([C:20](O)=[O:21])[N:17]=[C:16]2[N:23]([CH:26]([CH3:28])[CH3:27])[N:24]=[CH:25][C:15]=12)=[O:13].CN.C1C[N:34]([P+](ON2N=NC3C=CC=CC2=3)(N2CCCC2)N2CCCC2)[CH2:33]C1.F[P-](F)(F)(F)(F)F.O, predict the reaction product. The product is: [CH3:1][C:2]1[CH:7]=[C:6]([CH3:8])[NH:5][C:4](=[O:9])[C:3]=1[CH2:10][NH:11][C:12]([C:14]1[C:15]2[CH:25]=[N:24][N:23]([CH:26]([CH3:27])[CH3:28])[C:16]=2[N:17]=[C:18]([C:20]([NH:34][CH3:33])=[O:21])[CH:19]=1)=[O:13].